Dataset: Full USPTO retrosynthesis dataset with 1.9M reactions from patents (1976-2016). Task: Predict the reactants needed to synthesize the given product. (1) The reactants are: CS([C:4]1[N:8]=[C:7]([N:9]2[CH2:14][CH:13]([CH3:15])[CH2:12][CH:11]([CH3:16])[CH2:10]2)[S:6][N:5]=1)=O.[CH3:17][CH:18]([OH:22])[C:19]#[C:20][CH3:21].[H-].[Na+]. Given the product [CH3:17][CH:18]([O:22][C:4]1[N:8]=[C:7]([N:9]2[CH2:14][CH:13]([CH3:15])[CH2:12][CH:11]([CH3:16])[CH2:10]2)[S:6][N:5]=1)[C:19]#[C:20][CH3:21], predict the reactants needed to synthesize it. (2) Given the product [OH:33][C:35]12[C:53]3[C:48](=[CH:49][CH:50]=[CH:51][CH:52]=3)[C:47](=[O:54])[C:20]1([NH:21][C:10]([C:2]1[NH:1][C:5]3[CH:6]=[CH:7][CH:8]=[CH:9][C:4]=3[N:3]=1)=[O:12])[C:19]1[CH:18]=[CH:39][C:40]([CH:44]([CH3:46])[CH3:45])=[CH:41][C:42]=1[O:43]2, predict the reactants needed to synthesize it. The reactants are: [NH:1]1[C:5]2[CH:6]=[CH:7][CH:8]=[CH:9][C:4]=2[N:3]=[C:2]1[C:10]([OH:12])=O.CCN=C=N[CH2:18][CH2:19][CH2:20][N:21](C)C.C1C=CC2N([OH:33])N=NC=2C=1.N[C:35]12[C:53]3[C:48](=[CH:49][CH:50]=[CH:51][CH:52]=3)[C:47](=[O:54])C1(O)C1[C:42]([O:43]2)=[CH:41][C:40]([CH:44]([CH3:46])[CH3:45])=[CH:39]C=1. (3) Given the product [S:1]1[CH2:6][CH2:5][C:4](=[N:10][NH:9][C:8]([O:12][C:13]([CH3:16])([CH3:15])[CH3:14])=[O:11])[CH2:3][CH2:2]1, predict the reactants needed to synthesize it. The reactants are: [S:1]1[CH2:6][CH2:5][C:4](=O)[CH2:3][CH2:2]1.[C:8]([O:12][C:13]([CH3:16])([CH3:15])[CH3:14])(=[O:11])[NH:9][NH2:10]. (4) Given the product [CH2:13]([N:17]1[CH2:22][CH2:21][O:20][CH:19]([CH2:23][NH:24][C:2]2[C:3]3[N:4]([CH:10]=[CH:11][CH:12]=3)[N:5]=[CH:6][C:7]=2[C:8]#[N:9])[CH2:18]1)[CH:14]([CH3:16])[CH3:15], predict the reactants needed to synthesize it. The reactants are: Cl[C:2]1[C:3]2[N:4]([CH:10]=[CH:11][CH:12]=2)[N:5]=[CH:6][C:7]=1[C:8]#[N:9].[CH2:13]([N:17]1[CH2:22][CH2:21][O:20][CH:19]([CH2:23][NH2:24])[CH2:18]1)[CH:14]([CH3:16])[CH3:15].CCN(C(C)C)C(C)C. (5) Given the product [Cl:1][C:2]1[CH:3]=[C:4]([C:8]2[CH:20]=[CH:19][C:11]([C:12]([OH:14])=[O:13])=[C:10]([NH:21][C:22](=[O:30])[C:23]3[CH:28]=[CH:27][C:26]([F:29])=[CH:25][CH:24]=3)[CH:9]=2)[CH:5]=[CH:6][CH:7]=1, predict the reactants needed to synthesize it. The reactants are: [Cl:1][C:2]1[CH:3]=[C:4]([C:8]2[CH:20]=[CH:19][C:11]([C:12]([O:14]C(C)(C)C)=[O:13])=[C:10]([NH:21][C:22](=[O:30])[C:23]3[CH:28]=[CH:27][C:26]([F:29])=[CH:25][CH:24]=3)[CH:9]=2)[CH:5]=[CH:6][CH:7]=1. (6) Given the product [O:52]1[C@@H:2]([CH2:1][N:26]2[C:30]([CH3:32])([CH3:31])[C:29](=[O:33])[N:28]([C:34]3[CH:41]=[CH:40][C:37]([C:38]#[N:39])=[C:36]([C:42]([F:45])([F:44])[F:43])[CH:35]=3)[C:27]2=[O:46])[C@H:3]1[CH2:4][N:5]1[C:9]([CH3:11])([CH3:10])[C:8](=[O:12])[N:7]([C:13]2[CH:20]=[CH:19][C:16]([C:17]#[N:18])=[C:15]([C:21]([F:23])([F:24])[F:22])[CH:14]=2)[C:6]1=[O:25], predict the reactants needed to synthesize it. The reactants are: [CH2:1]([N:26]1[C:30]([CH3:32])([CH3:31])[C:29](=[O:33])[N:28]([C:34]2[CH:41]=[CH:40][C:37]([C:38]#[N:39])=[C:36]([C:42]([F:45])([F:44])[F:43])[CH:35]=2)[C:27]1=[O:46])/[CH:2]=[CH:3]\[CH2:4][N:5]1[C:9]([CH3:11])([CH3:10])[C:8](=[O:12])[N:7]([C:13]2[CH:20]=[CH:19][C:16]([C:17]#[N:18])=[C:15]([C:21]([F:24])([F:23])[F:22])[CH:14]=2)[C:6]1=[O:25].C(Cl)Cl.CC[OH:52].ClC1C=CC=C(C(OO)=O)C=1. (7) Given the product [F:1][C:2]([F:20])([F:21])[C:3]1[CH:4]=[C:5]([C:9]2[CH:10]=[C:11]3[C:16](=[CH:17][CH:18]=2)[CH:15]([OH:19])[CH2:14][CH2:13][CH2:12]3)[CH:6]=[CH:7][CH:8]=1, predict the reactants needed to synthesize it. The reactants are: [F:1][C:2]([F:21])([F:20])[C:3]1[CH:4]=[C:5]([C:9]2[CH:10]=[C:11]3[C:16](=[CH:17][CH:18]=2)[C:15](=[O:19])[CH2:14][CH2:13][CH2:12]3)[CH:6]=[CH:7][CH:8]=1.[BH4-].[Na+]. (8) Given the product [C:13]([C:10]1[CH:11]=[CH:12][C:7]([N:15]2[CH:19]=[CH:18][N:17]=[CH:16]2)=[CH:8][CH:9]=1)#[N:14], predict the reactants needed to synthesize it. The reactants are: CN(C)C=O.F[C:7]1[CH:12]=[CH:11][C:10]([C:13]#[N:14])=[CH:9][CH:8]=1.[NH:15]1[CH:19]=[CH:18][N:17]=[CH:16]1.[H-].[Na+]. (9) The reactants are: C([O:8][C:9]1[CH:14]=[CH:13][C:12]([C@@H:15]2[C@@H:18]([CH2:19][CH2:20][C:21]([O:23][CH3:24])=[O:22])[C:17](=[O:25])[N:16]2[C:26]2[CH:31]=[CH:30][C:29]([F:32])=[CH:28][CH:27]=2)=[CH:11][CH:10]=1)C1C=CC=CC=1.[H][H]. Given the product [F:32][C:29]1[CH:30]=[CH:31][C:26]([N:16]2[C:17](=[O:25])[C@H:18]([CH2:19][CH2:20][C:21]([O:23][CH3:24])=[O:22])[C@H:15]2[C:12]2[CH:11]=[CH:10][C:9]([OH:8])=[CH:14][CH:13]=2)=[CH:27][CH:28]=1, predict the reactants needed to synthesize it.